Dataset: Forward reaction prediction with 1.9M reactions from USPTO patents (1976-2016). Task: Predict the product of the given reaction. (1) Given the reactants Cl[C:2]1[N:7]=[N:6][C:5]([NH:8][S:9]([CH2:12][C:13]2[CH:18]=[C:17]([Cl:19])[CH:16]=[C:15]([Cl:20])[CH:14]=2)(=[O:11])=[O:10])=[C:4]([O:21][CH3:22])[CH:3]=1.[CH2:23]([SH:26])[CH2:24][CH3:25].CC1(C)C2C=CC=C(P(C3C=CC=CC=3)C3C=CC=CC=3)C=2OC2C1=CC=CC=2P(C1C=CC=CC=1)C1C=CC=CC=1.CCN(C(C)C)C(C)C, predict the reaction product. The product is: [Cl:20][C:15]1[CH:14]=[C:13]([CH2:12][S:9]([NH:8][C:5]2[N:6]=[N:7][C:2]([S:26][CH2:23][CH2:24][CH3:25])=[CH:3][C:4]=2[O:21][CH3:22])(=[O:11])=[O:10])[CH:18]=[C:17]([Cl:19])[CH:16]=1. (2) Given the reactants [CH3:1][O:2][C:3]1[CH:8]=[CH:7][C:6]([CH2:9][C:10](=[N:16]NC2C=CC=CC=2)[C:11]2[S:12][CH:13]=[CH:14][CH:15]=2)=[CH:5][CH:4]=1.P(Cl)(Cl)Cl, predict the reaction product. The product is: [CH3:1][O:2][C:3]1[CH:4]=[CH:5][C:6]([C:9]2[C:8]3[C:3](=[CH:4][CH:5]=[CH:6][CH:7]=3)[NH:16][C:10]=2[C:11]2[S:12][CH:13]=[CH:14][CH:15]=2)=[CH:7][CH:8]=1. (3) Given the reactants [CH3:1][C:2]1[C:3](=[O:16])[NH:4][C:5]2[C:10]([C:11]=1[C:12]([F:15])([F:14])[F:13])=[CH:9][CH:8]=[CH:7][CH:6]=2.[C:17](=O)([O-])[O-].[K+].[K+].IC.O, predict the reaction product. The product is: [CH3:17][N:4]1[C:5]2[C:10](=[CH:9][CH:8]=[CH:7][CH:6]=2)[C:11]([C:12]([F:15])([F:13])[F:14])=[C:2]([CH3:1])[C:3]1=[O:16].